Task: Predict the reaction yield, written as a fraction of the theoretical maximum amount of product (1.0 means a 100% yield; for example, 0.34 means a 34% yield).. Dataset: Reaction yield outcomes from USPTO patents with 853,638 reactions (1) The reactants are Br[C:2]1[CH:7]=[CH:6][N:5]=[C:4]([CH3:8])[CH:3]=1.[F:9][C:10]1[C:15](B(O)O)=[CH:14][CH:13]=[CH:12][N:11]=1.C(=O)([O-])[O-].[Na+].[Na+]. The catalyst is COCCOC.C(O)C.O.C(=O)(O)[O-].[Na+].O.Cl[Pd](Cl)([P](C1C=CC=CC=1)(C1C=CC=CC=1)C1C=CC=CC=1)[P](C1C=CC=CC=1)(C1C=CC=CC=1)C1C=CC=CC=1. The product is [F:9][C:10]1[C:15]([C:2]2[CH:7]=[CH:6][N:5]=[C:4]([CH3:8])[CH:3]=2)=[CH:14][CH:13]=[CH:12][N:11]=1. The yield is 0.810. (2) The reactants are [CH3:1][C:2]1[CH:7]=[C:6]([C:8]2[CH:13]=[N:12][CH:11]=[C:10]3[N:14]([CH3:17])[N:15]=[CH:16][C:9]=23)[CH:5]=[CH:4][C:3]=1[NH2:18].[F:19][C:20]1[CH:25]=[CH:24][C:23]([C:26]([F:29])([F:28])[F:27])=[CH:22][C:21]=1[N:30]=[C:31]=[O:32]. The catalyst is C(Cl)Cl. The product is [F:19][C:20]1[CH:25]=[CH:24][C:23]([C:26]([F:29])([F:28])[F:27])=[CH:22][C:21]=1[NH:30][C:31]([NH:18][C:3]1[CH:4]=[CH:5][C:6]([C:8]2[CH:13]=[N:12][CH:11]=[C:10]3[N:14]([CH3:17])[N:15]=[CH:16][C:9]=23)=[CH:7][C:2]=1[CH3:1])=[O:32]. The yield is 0.250.